This data is from Full USPTO retrosynthesis dataset with 1.9M reactions from patents (1976-2016). The task is: Predict the reactants needed to synthesize the given product. (1) The reactants are: [Cl:1][C:2]1[CH:3]=[CH:4][C:5]([OH:10])=[C:6]([CH:9]=1)[CH:7]=[O:8].[CH2:11]([O:13][C:14](=[O:20])[CH:15](Br)[CH2:16][CH2:17][CH3:18])[CH3:12].C([O-])([O-])=O.[K+].[K+].O. Given the product [CH2:11]([O:13][C:14](=[O:20])[CH:15]([O:10][C:5]1[CH:4]=[CH:3][C:2]([Cl:1])=[CH:9][C:6]=1[CH:7]=[O:8])[CH2:16][CH2:17][CH3:18])[CH3:12], predict the reactants needed to synthesize it. (2) Given the product [OH:31][C@H:28]1[CH2:29][CH2:30][NH:26][C@@H:27]1[C:32]([NH:1][C:2]1[CH:3]=[CH:4][C:5]([CH2:8][CH2:9][CH2:10][CH2:11][CH2:12][C:13](=[O:18])[CH2:14][CH2:15][CH2:16][CH3:17])=[CH:6][CH:7]=1)=[O:33], predict the reactants needed to synthesize it. The reactants are: [NH2:1][C:2]1[CH:7]=[CH:6][C:5]([CH2:8][CH2:9][CH2:10][CH2:11][CH2:12][C:13](=[O:18])[CH2:14][CH2:15][CH2:16][CH3:17])=[CH:4][CH:3]=1.C(OC([N:26]1[CH2:30][CH2:29][C@H:28]([OH:31])[C@H:27]1[C:32](O)=[O:33])=O)(C)(C)C.